Task: Predict which catalyst facilitates the given reaction.. Dataset: Catalyst prediction with 721,799 reactions and 888 catalyst types from USPTO (1) Reactant: [CH3:1][C:2](O)([CH2:5][CH2:6][C:7]1[C:12]([CH3:14])([CH3:13])[CH2:11][CH2:10][CH2:9][C:8]=1[CH3:15])[C:3]#[CH:4]. Product: [CH3:15][C:8]1[CH2:9][CH2:10][CH2:11][C:12]([CH3:13])([CH3:14])[C:7]=1[CH2:6]/[CH:5]=[C:2](/[CH3:1])\[C:3]#[CH:4]. The catalyst class is: 26. (2) Reactant: [OH:1]/[N:2]=[C:3](/[NH2:10])\[C:4]1[CH:9]=[CH:8][CH:7]=[CH:6][CH:5]=1.CO[CH:13](OC)[CH2:14][C:15](=O)[CH3:16].C(O)(C(F)(F)F)=O. The catalyst class is: 32. Product: [CH3:16][C:15]1[N+:2]([O-:1])=[C:3]([C:4]2[CH:9]=[CH:8][CH:7]=[CH:6][CH:5]=2)[N:10]=[CH:13][CH:14]=1.